From a dataset of Forward reaction prediction with 1.9M reactions from USPTO patents (1976-2016). Predict the product of the given reaction. (1) The product is: [CH2:1]([NH:3][C:4]([NH:6][C:7]1[CH:8]=[CH:9][C:10]([C:13]2[N:14]=[C:15]([N:23]3[CH2:28][CH2:27][O:26][CH2:25][C@@H:24]3[CH2:29][CH3:30])[C:16]3[CH2:22][CH2:21][N:20]([CH:39]4[CH2:40][CH2:41][O:36][CH2:37][CH2:38]4)[CH2:19][C:17]=3[N:18]=2)=[CH:11][CH:12]=1)=[O:5])[CH3:2]. Given the reactants [CH2:1]([NH:3][C:4]([NH:6][C:7]1[CH:12]=[CH:11][C:10]([C:13]2[N:14]=[C:15]([N:23]3[CH2:28][CH2:27][O:26][CH2:25][C@@H:24]3[CH2:29][CH3:30])[C:16]3[CH2:22][CH2:21][NH:20][CH2:19][C:17]=3[N:18]=2)=[CH:9][CH:8]=1)=[O:5])[CH3:2].CN(C)C=O.[O:36]1[CH2:41][CH2:40][C:39](=O)[CH2:38][CH2:37]1.C(O[BH-](OC(=O)C)OC(=O)C)(=O)C.[Na+], predict the reaction product. (2) Given the reactants [CH:1]1([C:7]2[C:8]3[CH:9]=[CH:10][C:11]([C:32]([O:34][CH3:35])=[O:33])=[CH:12][C:13]=3[N:14]3[C:20]=2[C:19]2[CH:21]=[CH:22][CH:23]=[CH:24][C:18]=2[N:17]([CH2:25][C:26]([N:28]([CH3:30])[CH3:29])=O)[C:16](=O)[CH2:15]3)[CH2:6][CH2:5][CH2:4][CH2:3][CH2:2]1.S(C)C, predict the reaction product. The product is: [CH:1]1([C:7]2[C:8]3[CH:9]=[CH:10][C:11]([C:32]([O:34][CH3:35])=[O:33])=[CH:12][C:13]=3[N:14]3[C:20]=2[C:19]2[CH:21]=[CH:22][CH:23]=[CH:24][C:18]=2[N:17]([CH2:25][CH2:26][N:28]([CH3:30])[CH3:29])[CH2:16][CH2:15]3)[CH2:2][CH2:3][CH2:4][CH2:5][CH2:6]1. (3) Given the reactants Br[C:2]1[CH:6]=[C:5]([C:7]#[C:8][C:9]([CH3:12])([CH3:11])[CH3:10])[S:4][C:3]=1[C:13]([O:15][CH3:16])=[O:14].[NH2:17][C@@H:18]([CH2:27][O:28][CH3:29])[C:19]([N:21]1[CH2:26][CH2:25][O:24][CH2:23][CH2:22]1)=[O:20].C1(P(C2CCCCC2)C2C=CC=CC=2C2C(OC)=CC=CC=2OC)CCCCC1.C(=O)([O-])[O-].[Cs+].[Cs+], predict the reaction product. The product is: [CH3:10][C:9]([CH3:12])([CH3:11])[C:8]#[C:7][C:5]1[S:4][C:3]([C:13]([O:15][CH3:16])=[O:14])=[C:2]([NH:17][C@@H:18]([CH2:27][O:28][CH3:29])[C:19]([N:21]2[CH2:26][CH2:25][O:24][CH2:23][CH2:22]2)=[O:20])[CH:6]=1.